This data is from Full USPTO retrosynthesis dataset with 1.9M reactions from patents (1976-2016). The task is: Predict the reactants needed to synthesize the given product. (1) Given the product [C:10]([NH:9][C:7](=[O:8])[C:6]1[CH:5]=[C:4]([NH:1][C:24](=[O:28])[CH:25]([CH3:27])[CH3:26])[CH:20]=[C:19]([NH:21][C:7](=[O:8])[CH:6]([CH3:18])[CH3:5])[CH:18]=1)([CH2:13][C:14]([CH3:17])([CH3:16])[CH3:15])([CH3:12])[CH3:11], predict the reactants needed to synthesize it. The reactants are: [N+:1]([C:4]1[CH:5]=[C:6]([CH:18]=[C:19]([N+:21]([O-])=O)[CH:20]=1)[C:7]([NH:9][C:10]([CH2:13][C:14]([CH3:17])([CH3:16])[CH3:15])([CH3:12])[CH3:11])=[O:8])([O-])=O.[C:24](O[C:24](=[O:28])[CH:25]([CH3:27])[CH3:26])(=[O:28])[CH:25]([CH3:27])[CH3:26]. (2) Given the product [C:6]([O:10][C:11](=[O:24])[NH:12][C:13]1[C:14]([CH3:23])=[C:15]([O:21][CH3:22])[CH:16]=[C:17]([O:19][CH3:20])[C:18]=1[Cl:4])([CH3:9])([CH3:8])[CH3:7], predict the reactants needed to synthesize it. The reactants are: S(Cl)([Cl:4])(=O)=O.[C:6]([O:10][C:11](=[O:24])[NH:12][C:13]1[CH:18]=[C:17]([O:19][CH3:20])[CH:16]=[C:15]([O:21][CH3:22])[C:14]=1[CH3:23])([CH3:9])([CH3:8])[CH3:7].C([O-])(O)=O.[Na+].CCOC(C)=O. (3) Given the product [CH3:1][N:2]([C:3]1[CH:8]=[CH:7][CH:6]=[CH:5][CH:4]=1)[C:17]1[CH:16]=[CH:21][C:20]([CH3:22])=[C:19]([CH3:23])[CH:18]=1, predict the reactants needed to synthesize it. The reactants are: [CH3:1][N:2](C)[C:3]1[CH:8]=[CH:7][CH:6]=[CH:5][CH:4]=1.FC(F)(F)S(O[C:16]1[CH:21]=[C:20]([CH3:22])[C:19]([CH3:23])=[CH:18][C:17]=1[Si](C)(C)C)(=O)=O.[F-].[K+].C1OCCOCCOCCOCCOCCOC1. (4) Given the product [CH:1]1([CH2:4][N:5]([CH2:15][CH2:16][CH3:17])[C:6]2[N:11]=[CH:10][N:9]=[C:8]([C:12]([NH:33][C:28]3[CH:29]=[CH:30][CH:31]=[C:32]4[C:27]=3[CH:26]=[CH:25][NH:24]4)=[O:14])[CH:7]=2)[CH2:2][CH2:3]1, predict the reactants needed to synthesize it. The reactants are: [CH:1]1([CH2:4][N:5]([CH2:15][CH2:16][CH3:17])[C:6]2[N:11]=[CH:10][N:9]=[C:8]([C:12]([OH:14])=O)[CH:7]=2)[CH2:3][CH2:2]1.C(Cl)(C(Cl)=O)=O.[NH:24]1[C:32]2[CH:31]=[CH:30][CH:29]=[C:28]([NH2:33])[C:27]=2[CH:26]=[CH:25]1.C(NC(C)C)(C)C.